This data is from Reaction yield outcomes from USPTO patents with 853,638 reactions. The task is: Predict the reaction yield, written as a fraction of the theoretical maximum amount of product (1.0 means a 100% yield; for example, 0.34 means a 34% yield). (1) The reactants are C[O:2][C:3](=[O:32])[CH:4]([NH:16][C:17]1[CH:22]=[CH:21][CH:20]=[CH:19][C:18]=1[C:23](=[O:31])[C:24]1[CH:29]=[CH:28][C:27]([F:30])=[CH:26][CH:25]=1)[CH2:5][C:6]1[CH:11]=[CH:10][C:9]([O:12][CH2:13][CH2:14]Br)=[CH:8][CH:7]=1.[CH:33]1[C:45]2[NH:44][C:43]3[C:38](=[CH:39][CH:40]=[CH:41][CH:42]=3)[C:37]=2[CH:36]=[CH:35][CH:34]=1.[OH-].[Na+]. The catalyst is C1C=CC=CC=1.[Br-].C([N+](CCCC)(CCCC)CCCC)CCC. The product is [F:30][C:27]1[CH:28]=[CH:29][C:24]([C:23]([C:18]2[CH:19]=[CH:20][CH:21]=[CH:22][C:17]=2[NH:16][CH:4]([CH2:5][C:6]2[CH:7]=[CH:8][C:9]([O:12][CH2:13][CH2:14][C:42]3[C:43]4[NH:44][C:45]5[C:37](=[CH:36][CH:35]=[CH:34][CH:33]=5)[C:38]=4[CH:39]=[CH:40][CH:41]=3)=[CH:10][CH:11]=2)[C:3]([OH:2])=[O:32])=[O:31])=[CH:25][CH:26]=1. The yield is 0.320. (2) The reactants are [CH2:1]([C:5]1[C:9]([CH2:10][CH2:11][C:12]2[S:13][C:14]([C:18]([OH:20])=O)=[C:15]([CH3:17])[N:16]=2)=[C:8]([CH3:21])[O:7][N:6]=1)[CH2:2][CH2:3][CH3:4].[NH2:22][CH:23]1[CH2:28][CH2:27][O:26][CH2:25][CH2:24]1. No catalyst specified. The product is [O:26]1[CH2:27][CH2:28][CH:23]([NH:22][C:18]([C:14]2[S:13][C:12]([CH2:11][CH2:10][C:9]3[C:5]([CH2:1][CH2:2][CH2:3][CH3:4])=[N:6][O:7][C:8]=3[CH3:21])=[N:16][C:15]=2[CH3:17])=[O:20])[CH2:24][CH2:25]1. The yield is 0.600. (3) The reactants are Cl[C:2]1[N:7]=[CH:6][N:5]=[C:4]([N:8]([CH3:27])[C:9](=[O:26])[NH:10][C:11]2[C:12]([F:25])=[C:13]([NH:18][S:19]([CH2:22][CH2:23][CH3:24])(=[O:21])=[O:20])[CH:14]=[CH:15][C:16]=2[F:17])[CH:3]=1.[CH3:28][N:29]1[CH:33]=[CH:32][C:31]([NH2:34])=[N:30]1. The catalyst is C(O)(C)C. The product is [F:25][C:12]1[C:11]([NH:10][C:9]([N:8]([CH3:27])[C:4]2[CH:3]=[C:2]([NH:34][C:31]3[CH:32]=[CH:33][N:29]([CH3:28])[N:30]=3)[N:7]=[CH:6][N:5]=2)=[O:26])=[C:16]([F:17])[CH:15]=[CH:14][C:13]=1[NH:18][S:19]([CH2:22][CH2:23][CH3:24])(=[O:21])=[O:20]. The yield is 0.100. (4) The reactants are FC(F)(F)C(O)=O.C(Cl)Cl.O.C(OC([N:19]1[CH2:24][CH2:23][C:22]([CH:32]2[CH2:37][CH2:36][CH2:35][CH2:34][CH2:33]2)([CH2:25][NH:26][C:27]2[S:28][CH:29]=[CH:30][N:31]=2)[CH2:21][CH2:20]1)=O)(C)(C)C.FC(F)(F)C(O)=O. No catalyst specified. The product is [CH:32]1([C:22]2([CH2:25][NH:26][C:27]3[S:28][CH:29]=[CH:30][N:31]=3)[CH2:21][CH2:20][NH:19][CH2:24][CH2:23]2)[CH2:33][CH2:34][CH2:35][CH2:36][CH2:37]1. The yield is 0.960.